From a dataset of Forward reaction prediction with 1.9M reactions from USPTO patents (1976-2016). Predict the product of the given reaction. (1) The product is: [CH3:16][O:17][C:18](=[O:34])[CH2:19][CH2:20][CH2:21][C:22]#[C:23][CH2:24][N:25]1[C:30](=[O:31])[CH2:29][CH2:28][CH2:27][C@@H:26]1[CH:32]=[O:33]. Given the reactants CCN=C=NCCCN(C)C.CS(C)=O.[CH3:16][O:17][C:18](=[O:34])[CH2:19][CH2:20][CH2:21][C:22]#[C:23][CH2:24][N:25]1[C:30](=[O:31])[CH2:29][CH2:28][CH2:27][C@@H:26]1[CH2:32][OH:33].FC(F)(F)C([O-])=O.[NH+]1C=CC=CC=1, predict the reaction product. (2) The product is: [Br:1][C:2]1[CH:9]=[C:8]([Cl:10])[CH:7]=[C:4]([OH:12])[C:3]=1[OH:11]. Given the reactants [Br:1][C:2]1[C:3]([OH:11])=[C:4]([CH:7]=[C:8]([Cl:10])[CH:9]=1)C=O.[OH:12]O, predict the reaction product. (3) The product is: [F:25][C:26]([F:31])([F:30])[C:27]([OH:29])=[O:28].[CH:65]1([CH:40]2[CH2:39][CH:38]([C:44]([OH:46])=[O:45])[CH2:43][CH2:42][N:41]2[C:12](=[O:14])[CH:11]([NH:10][C:9]([NH:8][CH2:7][CH2:6][C:4]2[N:3]=[CH:2][NH:1][CH:5]=2)=[O:24])[CH2:15][C:16]2[CH:21]=[CH:20][C:19]([O:22][CH3:23])=[CH:18][CH:17]=2)[CH2:66][CH2:67][CH2:68][CH2:69][CH2:70]1. Given the reactants [NH:1]1[CH:5]=[C:4]([CH2:6][CH2:7][NH:8][C:9](=[O:24])[NH:10][CH:11]([CH2:15][C:16]2[CH:21]=[CH:20][C:19]([O:22][CH3:23])=[CH:18][CH:17]=2)[C:12]([OH:14])=O)[N:3]=[CH:2]1.[F:25][C:26]([F:31])([F:30])[C:27]([OH:29])=[O:28].C1([C:38]2([C:44]([OH:46])=[O:45])[CH2:43][CH2:42][NH:41][CH2:40][CH2:39]2)CCCCC1.C(N(C(C)C)CC)(C)C.CN(C(ON1N=N[C:66]2[CH:67]=[CH:68][CH:69]=[CH:70][C:65]1=2)=[N+](C)C)C.[B-](F)(F)(F)F, predict the reaction product. (4) The product is: [CH2:15]([N:10]1[C:11]2[C:7](=[C:6]([N+:3]([O-:5])=[O:4])[CH:14]=[CH:13][CH:12]=2)[CH:8]=[N:9]1)[CH3:16]. Given the reactants [H-].[Na+].[N+:3]([C:6]1[CH:14]=[CH:13][CH:12]=[C:11]2[C:7]=1[CH:8]=[N:9][NH:10]2)([O-:5])=[O:4].[CH2:15](I)[CH3:16], predict the reaction product. (5) Given the reactants [CH3:1][O:2][C:3]1[CH:4]=[C:5]2[C:10](=[CH:11][C:12]=1[O:13][CH3:14])[N:9]=[CH:8][N:7]=[C:6]2[O:15][C:16]1[CH:17]=[C:18]([CH:20]=[CH:21][CH:22]=1)[NH2:19].[F:23][C:24]([C:27]1[CH:31]=[C:30]([NH:32][C:33](=O)[O:34]C2C=CC=CC=2)[N:29]([C:42]2[CH:47]=[CH:46][CH:45]=[CH:44][CH:43]=2)[N:28]=1)([F:26])[CH3:25], predict the reaction product. The product is: [F:23][C:24]([C:27]1[CH:31]=[C:30]([NH:32][C:33]([NH:19][C:18]2[CH:20]=[CH:21][CH:22]=[C:16]([O:15][C:6]3[C:5]4[C:10](=[CH:11][C:12]([O:13][CH3:14])=[C:3]([O:2][CH3:1])[CH:4]=4)[N:9]=[CH:8][N:7]=3)[CH:17]=2)=[O:34])[N:29]([C:42]2[CH:47]=[CH:46][CH:45]=[CH:44][CH:43]=2)[N:28]=1)([F:26])[CH3:25]. (6) Given the reactants [CH3:1][C@@H:2]([OH:5])[CH2:3][CH3:4].[H-].[Na+].Cl[C:9]1[C:10]([CH3:20])=[C:11]([CH3:19])[C:12]2[N:13]([C:15]([NH2:18])=[N:16][N:17]=2)[N:14]=1, predict the reaction product. The product is: [C@H:2]([O:5][C:9]1[C:10]([CH3:20])=[C:11]([CH3:19])[C:12]2[N:13]([C:15]([NH2:18])=[N:16][N:17]=2)[N:14]=1)([CH2:3][CH3:4])[CH3:1].